The task is: Regression/Classification. Given a drug SMILES string, predict its absorption, distribution, metabolism, or excretion properties. Task type varies by dataset: regression for continuous measurements (e.g., permeability, clearance, half-life) or binary classification for categorical outcomes (e.g., BBB penetration, CYP inhibition). Dataset: rlm.. This data is from Rat liver microsome stability data. (1) The compound is O=C1CCCC2=C1C1(CCSCC1)NC(Nc1nc3ccccc3o1)=N2. The result is 1 (stable in rat liver microsomes). (2) The molecule is Cn1c(=O)nc2n(CCC3CC3)nc(-c3ccc4c(c3)OC(F)(F)O4)nc-2c1=O. The result is 0 (unstable in rat liver microsomes). (3) The compound is O=C(Nc1nc(-c2ccccc2)cs1)c1ccccc1[N+](=O)[O-]. The result is 1 (stable in rat liver microsomes). (4) The molecule is O=C(COc1ccccc1)NC(c1cccc([N+](=O)[O-])c1)c1cc(Cl)c2cccnc2c1O. The result is 1 (stable in rat liver microsomes). (5) The drug is O=C(NCCc1c[nH]cn1)c1ccc(-c2ncc3cnc(-c4cccc(F)c4)cn23)cc1. The result is 0 (unstable in rat liver microsomes). (6) The compound is Oc1ccc(Nc2nc(-c3ccncc3)nc3ccccc23)cc1F. The result is 1 (stable in rat liver microsomes). (7) The compound is O=C1Nc2ccccc2[C@]12C[C@H]2c1ccc2c(C=Cc3ccc(CN4CCOCC4)cc3)[nH]nc2c1. The result is 1 (stable in rat liver microsomes).